This data is from Reaction yield outcomes from USPTO patents with 853,638 reactions. The task is: Predict the reaction yield, written as a fraction of the theoretical maximum amount of product (1.0 means a 100% yield; for example, 0.34 means a 34% yield). (1) The reactants are Cl.[O:2]([NH2:4])[CH3:3].[Cl:5][C:6]1[CH:7]=[C:8]([S:13](Cl)(=[O:15])=[O:14])[CH:9]=[CH:10][C:11]=1[Cl:12].O. The catalyst is N1C=CC=CC=1. The product is [Cl:5][C:6]1[CH:7]=[C:8]([S:13]([NH:4][O:2][CH3:3])(=[O:14])=[O:15])[CH:9]=[CH:10][C:11]=1[Cl:12]. The yield is 0.950. (2) The reactants are C(N(C(C)C)C(C)C)C.[Cl:10][C:11]1[C:16]([Cl:17])=[CH:15][CH:14]=[CH:13][C:12]=1[S:18](Cl)(=[O:20])=[O:19].Cl.[CH3:23][O:24][C:25]([C:27]1[CH:28]=[C:29]2[C:33](=[CH:34][CH:35]=1)[CH2:32][CH2:31][C@H:30]2[NH2:36])=[O:26]. The catalyst is C(Cl)Cl.C(OCC)(=O)C. The product is [Cl:10][C:11]1[C:16]([Cl:17])=[CH:15][CH:14]=[CH:13][C:12]=1[S:18]([NH:36][C@H:30]1[C:29]2[C:33](=[CH:34][CH:35]=[C:27]([C:25]([O:24][CH3:23])=[O:26])[CH:28]=2)[CH2:32][CH2:31]1)(=[O:20])=[O:19]. The yield is 0.970. (3) The reactants are [CH3:1][P:2](=[O:7])([O:5][CH3:6])[O:3][CH3:4].[Li]CCCC.[Cl:13][C:14]1[CH:15]=[C:16]([CH:24]=[CH:25][CH:26]=1)[O:17][CH2:18][C:19](OCC)=[O:20]. The catalyst is C1COCC1. The product is [Cl:13][C:14]1[CH:15]=[C:16]([CH:24]=[CH:25][CH:26]=1)[O:17][CH2:18][C:19](=[O:20])[CH2:1][P:2](=[O:7])([O:5][CH3:6])[O:3][CH3:4]. The yield is 1.00.